This data is from Forward reaction prediction with 1.9M reactions from USPTO patents (1976-2016). The task is: Predict the product of the given reaction. (1) Given the reactants [OH-].[Na+].[Si:3]([O:10][CH2:11][C:12]1[N:16]([CH2:17][C:18]([C:20]2[CH:25]=[CH:24][C:23]([Cl:26])=[CH:22][CH:21]=2)=[O:19])[C:15]([C:27]([O:29]C)=[O:28])=[CH:14][CH:13]=1)([C:6]([CH3:9])([CH3:8])[CH3:7])([CH3:5])[CH3:4], predict the reaction product. The product is: [C:6]([Si:3]([CH3:5])([CH3:4])[O:10][CH2:11][C:12]1[N:16]([CH2:17][C:18]([C:20]2[CH:21]=[CH:22][C:23]([Cl:26])=[CH:24][CH:25]=2)=[O:19])[C:15]([C:27]([OH:29])=[O:28])=[CH:14][CH:13]=1)([CH3:9])([CH3:8])[CH3:7]. (2) Given the reactants [Cl:1][C:2]1[CH:7]=[CH:6][C:5]([S:8](Cl)(=[O:10])=[O:9])=[CH:4][CH:3]=1.Br.[Br:13][CH2:14][CH2:15][NH2:16].C(N(CC)C(C)C)(C)C, predict the reaction product. The product is: [Br:13][CH2:14][CH2:15][NH:16][S:8]([C:5]1[CH:6]=[CH:7][C:2]([Cl:1])=[CH:3][CH:4]=1)(=[O:10])=[O:9]. (3) The product is: [F:27][C:28]1[N:29]=[CH:30][C:31]([C:2]2[CH:3]=[C:4]([C:23]([F:26])([F:24])[F:25])[CH:5]=[C:6]3[C:11]=2[N:10]=[C:9]([NH:12][C:13]2[CH:14]=[CH:15][C:16]([S:19]([NH2:22])(=[O:21])=[O:20])=[CH:17][CH:18]=2)[N:8]=[CH:7]3)=[CH:32][CH:33]=1. Given the reactants Br[C:2]1[CH:3]=[C:4]([C:23]([F:26])([F:25])[F:24])[CH:5]=[C:6]2[C:11]=1[N:10]=[C:9]([NH:12][C:13]1[CH:18]=[CH:17][C:16]([S:19]([NH2:22])(=[O:21])=[O:20])=[CH:15][CH:14]=1)[N:8]=[CH:7]2.[F:27][C:28]1[CH:33]=[CH:32][C:31](B(O)O)=[CH:30][N:29]=1.C(=O)([O-])[O-].[K+].[K+], predict the reaction product.